Dataset: Catalyst prediction with 721,799 reactions and 888 catalyst types from USPTO. Task: Predict which catalyst facilitates the given reaction. (1) Reactant: [CH:1]([NH:3][C:4]1[CH:13]=[CH:12][C:7]([C:8]([O:10][CH3:11])=[O:9])=[CH:6][CH:5]=1)=O.CCN(C(C)C)C(C)C.P(Cl)(Cl)(Cl)=O. Product: [N+:3]([C:4]1[CH:13]=[CH:12][C:7]([C:8]([O:10][CH3:11])=[O:9])=[CH:6][CH:5]=1)#[C-:1]. The catalyst class is: 12. (2) Reactant: [OH:1][C:2]1[C:3]([CH3:13])=[C:4]([CH:10]=[CH:11][CH:12]=1)[C:5]([O:7][CH2:8][CH3:9])=[O:6].C(N(CC)C(C)C)(C)C.[CH3:23][S:24](Cl)(=[O:26])=[O:25]. Product: [CH3:13][C:3]1[C:2]([O:1][S:24]([CH3:23])(=[O:26])=[O:25])=[CH:12][CH:11]=[CH:10][C:4]=1[C:5]([O:7][CH2:8][CH3:9])=[O:6]. The catalyst class is: 46. (3) Product: [C:18]([C:15]1[N:14]=[CH:13][C:12]([N:9]2[CH2:8][CH2:7][CH:6]([C:4]([OH:5])=[O:3])[CH2:11][CH2:10]2)=[CH:17][CH:16]=1)#[N:19]. Reactant: C([O:3][C:4]([CH:6]1[CH2:11][CH2:10][N:9]([C:12]2[CH:13]=[N:14][C:15]([C:18]#[N:19])=[CH:16][CH:17]=2)[CH2:8][CH2:7]1)=[O:5])C.O[Li].O. The catalyst class is: 278. (4) Reactant: [F:1][C:2]1[CH:7]=[CH:6][C:5]([N:8]2[C:16]3[C:11](=[CH:12][C:13]([CH:17]([C:23]4[CH:28]=[CH:27][CH:26]=[CH:25][CH:24]=4)[C:18]([CH3:22])([CH3:21])[CH:19]=[O:20])=[CH:14][CH:15]=3)[CH:10]=[N:9]2)=[CH:4][CH:3]=1.[CH3:29][Mg]Br. Product: [F:1][C:2]1[CH:3]=[CH:4][C:5]([N:8]2[C:16]3[C:11](=[CH:12][C:13]([CH:17]([C:23]4[CH:24]=[CH:25][CH:26]=[CH:27][CH:28]=4)[C:18]([CH3:22])([CH3:21])[CH:19]([OH:20])[CH3:29])=[CH:14][CH:15]=3)[CH:10]=[N:9]2)=[CH:6][CH:7]=1. The catalyst class is: 1. (5) Reactant: C([O:5][C:6]([N:8]1[CH2:13][CH2:12][N:11]([C:14]2[C:23]3[C:18](=[CH:19][C:20]([Cl:24])=[CH:21][CH:22]=3)[N:17]=[C:16]([NH:25][CH2:26][CH2:27][CH2:28][CH3:29])[CH:15]=2)[CH2:10][CH2:9]1)=O)(C)(C)C.[C:30](O)([C:32]([F:35])(F)F)=O. Product: [CH2:26]([NH:25][C:16]1[CH:15]=[C:14]([N:11]2[CH2:10][CH2:9][N:8]([C:6]([NH:11][C:14]3[CH:23]=[CH:30][C:32]([F:35])=[CH:16][CH:15]=3)=[O:5])[CH2:13][CH2:12]2)[C:23]2[C:18](=[CH:19][C:20]([Cl:24])=[CH:21][CH:22]=2)[N:17]=1)[CH2:27][CH2:28][CH3:29]. The catalyst class is: 2. (6) Reactant: [Cl:1][C:2]1[CH:3]=[C:4]([CH:8]=[CH:9][CH:10]=1)[C:5](=[NH:7])[NH2:6].O=[C:12]1[CH2:17][CH2:16][CH2:15][S:14][CH:13]1[C:18](OC)=[O:19].C[O-].[Na+]. Product: [Cl:1][C:2]1[CH:3]=[C:4]([C:5]2[N:6]=[C:18]([OH:19])[C:13]3[S:14][CH2:15][CH2:16][CH2:17][C:12]=3[N:7]=2)[CH:8]=[CH:9][CH:10]=1. The catalyst class is: 8. (7) Reactant: [C:1]([O:5][C:6](=[O:55])[CH2:7][N:8]([CH2:47][C:48]([O:50][C:51]([CH3:54])([CH3:53])[CH3:52])=[O:49])[C:9]1[CH:14]=[CH:13][C:12]([C:15]2([OH:45])[C:28]3[CH:27]=[C:26]([F:29])[C:25]([O:30][CH2:31][O:32][CH2:33][CH2:34][O:35][CH3:36])=[CH:24][C:23]=3[O:22][C:21]3[C:16]2=[CH:17][C:18]([F:44])=[C:19]([O:37][CH2:38][O:39][CH2:40][CH2:41][O:42][CH3:43])[CH:20]=3)=[CH:11][C:10]=1[OH:46])([CH3:4])([CH3:3])[CH3:2].[H-].[Na+].Br[CH2:59][C:60]([O:62][CH2:63][C:64]1[CH:69]=[CH:68][CH:67]=[CH:66][CH:65]=1)=[O:61]. Product: [C:51]([O:50][C:48](=[O:49])[CH2:47][N:8]([C:9]1[CH:14]=[CH:13][C:12]([C:15]2([OH:45])[C:28]3[CH:27]=[C:26]([F:29])[C:25]([O:30][CH2:31][O:32][CH2:33][CH2:34][O:35][CH3:36])=[CH:24][C:23]=3[O:22][C:21]3[C:16]2=[CH:17][C:18]([F:44])=[C:19]([O:37][CH2:38][O:39][CH2:40][CH2:41][O:42][CH3:43])[CH:20]=3)=[CH:11][C:10]=1[O:46][CH2:59][C:60]([O:62][CH2:63][C:64]1[CH:69]=[CH:68][CH:67]=[CH:66][CH:65]=1)=[O:61])[CH2:7][C:6]([O:5][C:1]([CH3:4])([CH3:3])[CH3:2])=[O:55])([CH3:54])([CH3:53])[CH3:52]. The catalyst class is: 3. (8) Reactant: C([O-])([O-])=O.[Na+].[Na+].Br[C:8]1[CH:12]=[CH:11][O:10][CH:9]=1.[OH:13][C:14]([CH3:47])([CH3:46])[CH2:15][C@@:16]1([C:40]2[CH:45]=[CH:44][CH:43]=[CH:42][CH:41]=2)[O:21][C:20](=[O:22])[N:19]([C@H:23]([C:25]2[CH:30]=[CH:29][C:28](B3OC(C)(C)C(C)(C)O3)=[CH:27][CH:26]=2)[CH3:24])[CH2:18][CH2:17]1. Product: [O:10]1[CH:11]=[CH:12][C:8]([C:28]2[CH:27]=[CH:26][C:25]([C@@H:23]([N:19]3[CH2:18][CH2:17][C@:16]([CH2:15][C:14]([OH:13])([CH3:46])[CH3:47])([C:40]4[CH:45]=[CH:44][CH:43]=[CH:42][CH:41]=4)[O:21][C:20]3=[O:22])[CH3:24])=[CH:30][CH:29]=2)=[CH:9]1. The catalyst class is: 9.